From a dataset of Peptide-MHC class II binding affinity with 134,281 pairs from IEDB. Regression. Given a peptide amino acid sequence and an MHC pseudo amino acid sequence, predict their binding affinity value. This is MHC class II binding data. (1) The peptide sequence is WTGGGSDKALAAATP. The MHC is HLA-DPA10201-DPB10501 with pseudo-sequence HLA-DPA10201-DPB10501. The binding affinity (normalized) is 0. (2) The peptide sequence is VCGERGFFYTPKT. The MHC is DRB1_0901 with pseudo-sequence DRB1_0901. The binding affinity (normalized) is 0.188.